Dataset: NCI-60 drug combinations with 297,098 pairs across 59 cell lines. Task: Regression. Given two drug SMILES strings and cell line genomic features, predict the synergy score measuring deviation from expected non-interaction effect. (1) Drug 1: C1CN1P(=S)(N2CC2)N3CC3. Drug 2: CCC(=C(C1=CC=CC=C1)C2=CC=C(C=C2)OCCN(C)C)C3=CC=CC=C3.C(C(=O)O)C(CC(=O)O)(C(=O)O)O. Cell line: BT-549. Synergy scores: CSS=6.04, Synergy_ZIP=-3.93, Synergy_Bliss=-0.463, Synergy_Loewe=-2.94, Synergy_HSA=-0.194. (2) Drug 1: COC1=C(C=C2C(=C1)N=CN=C2NC3=CC(=C(C=C3)F)Cl)OCCCN4CCOCC4. Drug 2: CCC1(CC2CC(C3=C(CCN(C2)C1)C4=CC=CC=C4N3)(C5=C(C=C6C(=C5)C78CCN9C7C(C=CC9)(C(C(C8N6C)(C(=O)OC)O)OC(=O)C)CC)OC)C(=O)OC)O.OS(=O)(=O)O. Cell line: NCI-H226. Synergy scores: CSS=42.5, Synergy_ZIP=-5.28, Synergy_Bliss=-0.483, Synergy_Loewe=2.23, Synergy_HSA=2.38. (3) Drug 1: CCC(=C(C1=CC=CC=C1)C2=CC=C(C=C2)OCCN(C)C)C3=CC=CC=C3.C(C(=O)O)C(CC(=O)O)(C(=O)O)O. Drug 2: CS(=O)(=O)OCCCCOS(=O)(=O)C. Cell line: CCRF-CEM. Synergy scores: CSS=13.4, Synergy_ZIP=-4.75, Synergy_Bliss=6.45, Synergy_Loewe=-6.92, Synergy_HSA=0.304. (4) Drug 1: CC1C(C(=O)NC(C(=O)N2CCCC2C(=O)N(CC(=O)N(C(C(=O)O1)C(C)C)C)C)C(C)C)NC(=O)C3=C4C(=C(C=C3)C)OC5=C(C(=O)C(=C(C5=N4)C(=O)NC6C(OC(=O)C(N(C(=O)CN(C(=O)C7CCCN7C(=O)C(NC6=O)C(C)C)C)C)C(C)C)C)N)C. Drug 2: CC1C(C(CC(O1)OC2CC(CC3=C2C(=C4C(=C3O)C(=O)C5=CC=CC=C5C4=O)O)(C(=O)C)O)N)O. Cell line: MCF7. Synergy scores: CSS=49.3, Synergy_ZIP=18.7, Synergy_Bliss=17.8, Synergy_Loewe=10.8, Synergy_HSA=17.5. (5) Drug 1: C1=NC(=NC(=O)N1C2C(C(C(O2)CO)O)O)N. Drug 2: CN(CCCl)CCCl.Cl. Cell line: UACC-257. Synergy scores: CSS=14.3, Synergy_ZIP=-5.72, Synergy_Bliss=-3.21, Synergy_Loewe=-0.684, Synergy_HSA=-1.08. (6) Drug 1: CC1C(C(=O)NC(C(=O)N2CCCC2C(=O)N(CC(=O)N(C(C(=O)O1)C(C)C)C)C)C(C)C)NC(=O)C3=C4C(=C(C=C3)C)OC5=C(C(=O)C(=C(C5=N4)C(=O)NC6C(OC(=O)C(N(C(=O)CN(C(=O)C7CCCN7C(=O)C(NC6=O)C(C)C)C)C)C(C)C)C)N)C. Drug 2: CN1C2=C(C=C(C=C2)N(CCCl)CCCl)N=C1CCCC(=O)O.Cl. Cell line: HS 578T. Synergy scores: CSS=2.53, Synergy_ZIP=-1.05, Synergy_Bliss=-0.796, Synergy_Loewe=0.968, Synergy_HSA=-0.306. (7) Drug 1: CCC1(CC2CC(C3=C(CCN(C2)C1)C4=CC=CC=C4N3)(C5=C(C=C6C(=C5)C78CCN9C7C(C=CC9)(C(C(C8N6C)(C(=O)OC)O)OC(=O)C)CC)OC)C(=O)OC)O.OS(=O)(=O)O. Drug 2: C1C(C(OC1N2C=NC3=C2NC=NCC3O)CO)O. Cell line: SR. Synergy scores: CSS=3.31, Synergy_ZIP=12.3, Synergy_Bliss=15.8, Synergy_Loewe=15.8, Synergy_HSA=12.8. (8) Drug 1: CCC1(CC2CC(C3=C(CCN(C2)C1)C4=CC=CC=C4N3)(C5=C(C=C6C(=C5)C78CCN9C7C(C=CC9)(C(C(C8N6C)(C(=O)OC)O)OC(=O)C)CC)OC)C(=O)OC)O.OS(=O)(=O)O. Drug 2: C1=NNC2=C1C(=O)NC=N2. Cell line: HOP-62. Synergy scores: CSS=-3.84, Synergy_ZIP=-4.09, Synergy_Bliss=-9.71, Synergy_Loewe=-8.95, Synergy_HSA=-8.50.